Predict the reactants needed to synthesize the given product. From a dataset of Full USPTO retrosynthesis dataset with 1.9M reactions from patents (1976-2016). (1) Given the product [ClH:1].[CH3:66][S:67]([CH2:70][C:71]([NH:73][CH2:74][CH2:75][N:76]1[C:84]2[C:83]([NH:85][C:86]3[CH:91]=[CH:90][C:89]([O:92][C:93]4[CH:98]=[CH:97][CH:96]=[C:95]([O:99][CH2:100][C:101]([F:104])([F:103])[F:102])[CH:94]=4)=[C:88]([CH3:105])[CH:87]=3)=[N:82][CH:81]=[N:80][C:79]=2[CH:78]=[CH:77]1)=[O:72])(=[O:69])=[O:68], predict the reactants needed to synthesize it. The reactants are: [ClH:1].Cl.NCCN1C2C(NC3C=CC(OC4C=CC=C(OCC(F)(F)F)C=4)=C(C)C=3)=NC=NC=2C=C1.CS(CC(O)=O)(=O)=O.ON1C2C=CC=CC=2N=N1.Cl.C(N=C=NCCCN(C)C)C.[CH3:66][S:67]([CH2:70][C:71]([NH:73][CH2:74][CH2:75][N:76]1[C:84]2[C:83]([NH:85][C:86]3[CH:91]=[CH:90][C:89]([O:92][C:93]4[CH:98]=[CH:97][CH:96]=[C:95]([O:99][CH2:100][C:101]([F:104])([F:103])[F:102])[CH:94]=4)=[C:88]([CH3:105])[CH:87]=3)=[N:82][CH:81]=[N:80][C:79]=2[CH:78]=[CH:77]1)=[O:72])(=[O:69])=[O:68].Cl.C(OCC)(=O)C. (2) Given the product [NH:8]1[C:9]([C:10]2[CH:11]=[C:12]([CH:17]=[CH:18][CH:19]=2)[C:13]([OH:15])=[O:14])=[N:5][N:6]=[N:7]1, predict the reactants needed to synthesize it. The reactants are: C(CC[N:5]1[C:9]([C:10]2[CH:11]=[C:12]([CH:17]=[CH:18][CH:19]=2)[C:13]([O:15]C)=[O:14])=[N:8][N:7]=[N:6]1)#N.O.[OH-].[Li+]. (3) Given the product [F:19][CH:2]([F:1])[O:3][C:4]1[CH:5]=[C:6]([C:13]2[CH:14]=[N:15][N:16]([CH3:18])[CH:17]=2)[CH:7]=[CH:8][C:9]=1[NH2:10], predict the reactants needed to synthesize it. The reactants are: [F:1][CH:2]([F:19])[O:3][C:4]1[CH:5]=[C:6]([C:13]2[CH:14]=[N:15][N:16]([CH3:18])[CH:17]=2)[CH:7]=[CH:8][C:9]=1[N+:10]([O-])=O. (4) Given the product [CH3:31][N:32]([CH2:28][C:24]1[N:13]2[CH:14]=[C:15]([N:17]3[CH:22]=[CH:21][CH:20]=[CH:19][C:18]3=[O:23])[CH:16]=[C:11]([NH:10][CH2:9][C:3]3[C:4]([CH3:8])=[CH:5][CH:6]=[CH:7][C:2]=3[CH3:1])[C:12]2=[N:26][C:25]=1[CH3:27])[CH3:33], predict the reactants needed to synthesize it. The reactants are: [CH3:1][C:2]1[CH:7]=[CH:6][CH:5]=[C:4]([CH3:8])[C:3]=1[CH2:9][NH:10][C:11]1[C:12]2[N:13]([CH:24]=[C:25]([CH3:27])[N:26]=2)[CH:14]=[C:15]([N:17]2[CH:22]=[CH:21][CH:20]=[CH:19][C:18]2=[O:23])[CH:16]=1.[CH2:28]=O.Cl.[CH3:31][NH:32][CH3:33]. (5) Given the product [CH3:19][O:18][C:16]1[CH:17]=[CH:12][C:13]([C:20]2[N:29]([NH:42][CH2:41][CH2:40][N:34]3[CH2:39][CH2:38][O:37][CH2:36][CH2:35]3)[C:28](=[O:46])[C:27]3[C:22](=[CH:23][CH:24]=[CH:25][CH:26]=3)[N:21]=2)=[CH:14][CH:15]=1, predict the reactants needed to synthesize it. The reactants are: C[Si]([N-][Si](C)(C)C)(C)C.[Li+].F[C:12]1[CH:17]=[C:16]([O:18][CH3:19])[CH:15]=[CH:14][C:13]=1[C:20]1[N:29]=[CH:28][C:27]2[C:22](=[CH:23][C:24](OC)=[CH:25][C:26]=2OC)[N:21]=1.[N:34]1([CH2:40][CH2:41][NH2:42])[CH2:39][CH2:38][O:37][CH2:36][CH2:35]1.C1C[O:46]CC1.